This data is from Catalyst prediction with 721,799 reactions and 888 catalyst types from USPTO. The task is: Predict which catalyst facilitates the given reaction. (1) Reactant: [N+:1]([C:4]1[CH:15]=[CH:14][C:7]([CH2:8][C:9]2[NH:13][N:12]=[CH:11][CH:10]=2)=[CH:6][CH:5]=1)([O-])=O. Product: [NH:13]1[C:9]([CH2:8][C:7]2[CH:14]=[CH:15][C:4]([NH2:1])=[CH:5][CH:6]=2)=[CH:10][CH:11]=[N:12]1. The catalyst class is: 19. (2) Reactant: [OH:1]C[C@@H]([C@H]([C@@H]([C@@H](CO)O)O)O)O.O.O.O.O.O.O.[Cl-].[Al+3:20].[Cl-].[Cl-].O.[C:24]([OH:36])(=[O:35])[CH2:25][C:26]([CH2:31][C:32]([OH:34])=[O:33])([C:28]([OH:30])=[O:29])[OH:27].[OH-].[Na+].[OH-].[OH:40][CH2:41][C@@H:42]([C@H:44]([C@@H:46]([C@@H:48]([CH2:50][OH:51])[OH:49])[OH:47])[OH:45])[OH:43].C([O-])(=O)CC(CC(O)=O)(C(O)=O)O.[Mg+2]. Product: [OH-:1].[OH:51][CH2:50][C@@H:48]([C@H:46]([C@@H:44]([C@@H:42]([CH2:41][OH:40])[OH:43])[OH:45])[OH:47])[OH:49].[C:24]([O-:36])(=[O:35])[CH2:25][C:26]([CH2:31][C:32]([O-:34])=[O:33])([C:28]([OH:30])=[O:29])[OH:27].[Al+3:20]. The catalyst class is: 97. (3) Reactant: [CH3:1][O:2][C:3]([C:5]1[C:9]([CH3:10])=[C:8]([C:11]2[CH:16]=[CH:15][C:14]([O:17][Si:18]([C:21]([CH3:24])([CH3:23])[CH3:22])([CH3:20])[CH3:19])=[CH:13][CH:12]=2)[N:7]([C:25]2[CH:30]=[CH:29][C:28]([Cl:31])=[CH:27][C:26]=2[Cl:32])[N:6]=1)=[O:4].[Br:33]N1C(=O)CCC1=O.CC(N=NC(C#N)(C)C)(C#N)C.O. Product: [CH3:1][O:2][C:3]([C:5]1[C:9]([CH2:10][Br:33])=[C:8]([C:11]2[CH:12]=[CH:13][C:14]([O:17][Si:18]([C:21]([CH3:24])([CH3:23])[CH3:22])([CH3:19])[CH3:20])=[CH:15][CH:16]=2)[N:7]([C:25]2[CH:30]=[CH:29][C:28]([Cl:31])=[CH:27][C:26]=2[Cl:32])[N:6]=1)=[O:4]. The catalyst class is: 26. (4) Reactant: [CH3:1][C:2]1[O:3][N:4]=[C:5]2[CH2:11][C:10](=O)[NH:9][C:8]3[CH:13]=[CH:14][CH:15]=[CH:16][C:7]=3[C:6]=12.Cl. Product: [CH3:1][C:2]1[O:3][N:4]=[C:5]2[CH2:11][CH2:10][NH:9][C:8]3[CH:13]=[CH:14][CH:15]=[CH:16][C:7]=3[C:6]=12. The catalyst class is: 1. (5) Reactant: [N:1]1([C:6]2[N:11]=[C:10]3[N:12]([CH:27]([CH3:29])[CH3:28])[C:13](=[O:26])[N:14]([CH2:17][C:18]4[CH:23]=[CH:22][C:21]([O:24][CH3:25])=[CH:20][CH:19]=4)[C:15](=[O:16])[C:9]3=[CH:8][N:7]=2)C=CN=C1.N[C:31]1[CH:36]=[CH:35][C:34]([N:37]2[CH2:42][CH2:41][N:40]([CH3:43])[CH2:39][CH2:38]2)=[CH:33][CH:32]=1. Product: [CH:27]([N:12]1[C:10]2=[N:11][C:6]([NH:1][C:31]3[CH:32]=[CH:33][C:34]([N:37]4[CH2:42][CH2:41][N:40]([CH3:43])[CH2:39][CH2:38]4)=[CH:35][CH:36]=3)=[N:7][CH:8]=[C:9]2[C:15](=[O:16])[N:14]([CH2:17][C:18]2[CH:23]=[CH:22][C:21]([O:24][CH3:25])=[CH:20][CH:19]=2)[C:13]1=[O:26])([CH3:29])[CH3:28]. The catalyst class is: 22. (6) Reactant: [F:1][C:2]([F:21])([F:20])[S:3]([O:6][C:7]1[CH:8]=[C:9]2[C:14](=[CH:15][CH:16]=1)[C:13]([CH3:18])([CH3:17])[O:12][CH2:11][C:10]2=[O:19])(=[O:5])=[O:4].[BH4-].[Na+]. Product: [F:21][C:2]([F:1])([F:20])[S:3]([O:6][C:7]1[CH:8]=[C:9]2[C:14](=[CH:15][CH:16]=1)[C:13]([CH3:18])([CH3:17])[O:12][CH2:11][CH:10]2[OH:19])(=[O:4])=[O:5]. The catalyst class is: 5. (7) Reactant: [F:1][C:2]1[CH:7]=[C:6]([F:8])[CH:5]=[CH:4][C:3]=1[CH2:9][CH2:10][C:11]1[N:12]([CH2:22][C:23](O)=[O:24])[C:13]2[C:18]([C:19](=[O:21])[N:20]=1)=[CH:17][CH:16]=[CH:15][CH:14]=2.[CH3:26][C:27]([N:34]1[CH2:39][CH2:38][CH:37]([NH:40][CH2:41][C:42]2[CH:47]=[CH:46][C:45]([C:48]3[CH:53]=[CH:52][C:51]([C:54]([F:57])([F:56])[F:55])=[CH:50][CH:49]=3)=[CH:44][CH:43]=2)[CH2:36][CH2:35]1)([CH3:33])[C:28]([O:30][CH2:31][CH3:32])=[O:29].CCN(C(C)C)C(C)C.CN(C(ON1N=NC2C=CC=NC1=2)=[N+](C)C)C.F[P-](F)(F)(F)(F)F. Product: [F:1][C:2]1[CH:7]=[C:6]([F:8])[CH:5]=[CH:4][C:3]=1[CH2:9][CH2:10][C:11]1[N:12]([CH2:22][C:23]([N:40]([CH2:41][C:42]2[CH:47]=[CH:46][C:45]([C:48]3[CH:49]=[CH:50][C:51]([C:54]([F:56])([F:55])[F:57])=[CH:52][CH:53]=3)=[CH:44][CH:43]=2)[CH:37]2[CH2:36][CH2:35][N:34]([C:27]([CH3:26])([CH3:33])[C:28]([O:30][CH2:31][CH3:32])=[O:29])[CH2:39][CH2:38]2)=[O:24])[C:13]2[C:18]([C:19](=[O:21])[N:20]=1)=[CH:17][CH:16]=[CH:15][CH:14]=2. The catalyst class is: 3. (8) Reactant: [OH:1][C:2]1[CH:3]=[CH:4][C:5]([C:9]([O:11][CH3:12])=[O:10])=[N:6][C:7]=1I.[CH3:13][Si:14]([C:17]#[CH:18])([CH3:16])[CH3:15]. Product: [CH3:13][Si:14]([CH3:16])([CH3:15])[C:17]1[O:1][C:2]2[C:7](=[N:6][C:5]([C:9]([O:11][CH3:12])=[O:10])=[CH:4][CH:3]=2)[CH:18]=1. The catalyst class is: 321. (9) Product: [F:1][C:2]1[CH:7]=[CH:6][CH:5]=[C:4]([F:8])[C:3]=1[S:9]([NH:23][C:19]1[CH:18]=[C:17]([C:15]([O:14][CH3:13])=[O:16])[CH:22]=[CH:21][N:20]=1)(=[O:11])=[O:10]. The catalyst class is: 17. Reactant: [F:1][C:2]1[CH:7]=[CH:6][CH:5]=[C:4]([F:8])[C:3]=1[S:9](Cl)(=[O:11])=[O:10].[CH3:13][O:14][C:15]([C:17]1[CH:22]=[CH:21][N:20]=[C:19]([NH2:23])[CH:18]=1)=[O:16].O. (10) Reactant: [CH2:1]([N:5]([CH3:13])[C:6]([N:8]1[CH:12]=[CH:11][N:10]=[CH:9]1)=[O:7])[CH2:2][CH2:3][CH3:4].[CH3:14]I.C(N([CH2:21][CH3:22])CC)C.Cl.C([O:27][CH2:28][CH3:29])(=O)C. Product: [CH2:1]([N:5]([CH3:13])[C:6]([N:8]1[C:9]2=[N:10][CH:11]=[CH:22][CH:21]=[C:14]2[C:29]([CH:28]=[O:27])=[CH:12]1)=[O:7])[CH2:2][CH2:3][CH3:4]. The catalyst class is: 10.